Dataset: Catalyst prediction with 721,799 reactions and 888 catalyst types from USPTO. Task: Predict which catalyst facilitates the given reaction. (1) Reactant: C([N:8]1[CH2:13][CH2:12][CH:11]([NH:14][C:15]([NH:17][C:18]2[CH:23]=[CH:22][C:21]([F:24])=[CH:20][CH:19]=2)=[O:16])[CH2:10][CH2:9]1)C1C=CC=CC=1.[H][H]. Product: [NH:8]1[CH2:13][CH2:12][CH:11]([NH:14][C:15]([NH:17][C:18]2[CH:19]=[CH:20][C:21]([F:24])=[CH:22][CH:23]=2)=[O:16])[CH2:10][CH2:9]1. The catalyst class is: 541. (2) Reactant: CN(C)CCCN=C=NCC.[NH2:12][C:13]1[C:14]([O:28][CH2:29][CH:30]2[CH2:35][CH2:34][N:33]([C:36]([O:38][C:39]([CH3:42])([CH3:41])[CH3:40])=[O:37])[CH2:32][CH2:31]2)=[CH:15][C:16]([NH:19][C:20]2[CH:25]=[N:24][C:23]([C:26]#[N:27])=[CH:22][N:21]=2)=[N:17][CH:18]=1.[CH3:43][N:44]([CH3:49])[CH2:45][C:46](O)=[O:47].O.ON1C2C=CC=CC=2N=N1.C(N(C(C)C)C(C)C)C. Product: [C:26]([C:23]1[N:24]=[CH:25][C:20]([NH:19][C:16]2[CH:15]=[C:14]([O:28][CH2:29][CH:30]3[CH2:35][CH2:34][N:33]([C:36]([O:38][C:39]([CH3:42])([CH3:41])[CH3:40])=[O:37])[CH2:32][CH2:31]3)[C:13]([NH:12][C:46](=[O:47])[CH2:45][N:44]([CH3:49])[CH3:43])=[CH:18][N:17]=2)=[N:21][CH:22]=1)#[N:27]. The catalyst class is: 3. (3) Reactant: C([O:8][C:9]1[CH:14]=[CH:13][C:12]([N:15]2[C:19]3=[N:20][CH:21]=[CH:22][CH:23]=[C:18]3[NH:17][C:16]2=[O:24])=[CH:11][CH:10]=1)C1C=CC=CC=1. Product: [OH:8][C:9]1[CH:10]=[CH:11][C:12]([N:15]2[C:19]3=[N:20][CH:21]=[CH:22][CH:23]=[C:18]3[NH:17][C:16]2=[O:24])=[CH:13][CH:14]=1. The catalyst class is: 19. (4) Reactant: [F:1][C:2]1[CH:10]=[CH:9][C:8]([F:11])=[C:7]2[C:3]=1[C:4]([C:12]([O:14][CH3:15])=[O:13])=[N:5][NH:6]2.[H-].[Na+].Cl[CH2:19][C:20]1[CH:25]=[CH:24][C:23]([C:26]2[CH:27]=[N:28][N:29]([CH3:31])[CH:30]=2)=[CH:22][C:21]=1[F:32]. The catalyst class is: 3. Product: [F:1][C:2]1[CH:10]=[CH:9][C:8]([F:11])=[C:7]2[C:3]=1[C:4]([C:12]([O:14][CH3:15])=[O:13])=[N:5][N:6]2[CH2:19][C:20]1[CH:25]=[CH:24][C:23]([C:26]2[CH:27]=[N:28][N:29]([CH3:31])[CH:30]=2)=[CH:22][C:21]=1[F:32]. (5) Reactant: [Cl:1][C:2]1[N:3]=[N:4][CH:5]=[C:6](Cl)[CH:7]=1.Cl.[NH2:10][C@H:11]1[CH2:16][CH2:15][CH2:14][CH2:13][C@H:12]1[C:17]([O:19][CH2:20][CH3:21])=[O:18].C(N(CC)CC)C. Product: [Cl:1][C:2]1[N:3]=[N:4][CH:5]=[C:6]([NH:10][C@H:11]2[CH2:16][CH2:15][CH2:14][CH2:13][C@H:12]2[C:17]([O:19][CH2:20][CH3:21])=[O:18])[CH:7]=1. The catalyst class is: 16.